This data is from Forward reaction prediction with 1.9M reactions from USPTO patents (1976-2016). The task is: Predict the product of the given reaction. (1) Given the reactants [Cl:1][C:2]1[CH:7]=[CH:6][C:5]([CH2:8][C:9](=[O:11])[CH3:10])=[CH:4][CH:3]=1.[Cl:12][C:13]1[CH:20]=[C:19]([Cl:21])[CH:18]=[CH:17][C:14]=1[CH:15]=O.N1CCCCC1, predict the reaction product. The product is: [Cl:1][C:2]1[CH:3]=[CH:4][C:5]([C:8](=[CH:15][C:14]2[CH:17]=[CH:18][C:19]([Cl:21])=[CH:20][C:13]=2[Cl:12])[C:9](=[O:11])[CH3:10])=[CH:6][CH:7]=1. (2) The product is: [CH3:1][C:2]1([CH3:25])[O:6][C@@H:5]([CH2:7][O:8][C:9]2[CH:14]=[CH:13][C:12]([C:15]3[O:19][N:18]=[C:17]([C:20]([OH:22])=[O:21])[CH:16]=3)=[CH:11][CH:10]=2)[CH2:4][O:3]1. Given the reactants [CH3:1][C:2]1([CH3:25])[O:6][C@@H:5]([CH2:7][O:8][C:9]2[CH:14]=[CH:13][C:12]([C:15]3[O:19][N:18]=[C:17]([C:20]([O:22]CC)=[O:21])[CH:16]=3)=[CH:11][CH:10]=2)[CH2:4][O:3]1.[OH-].[K+].Cl, predict the reaction product. (3) Given the reactants [H-].[Na+].[CH3:3][C:4]([CH:7]=O)([CH3:6])[CH3:5].O.[C:18]([OH:20])(=[O:19])[CH2:17][C:17]([CH2:17][C:18]([OH:20])=[O:19])([C:18]([OH:20])=[O:19])O.[C:23]1(C)C=CC=C[CH:24]=1, predict the reaction product. The product is: [CH3:6][C:4]([CH3:3])([CH3:5])[CH:7]=[CH:17][C:18]([O:20][CH2:23][CH3:24])=[O:19]. (4) Given the reactants [I:1][C:2]1[CH:3]=[C:4]([OH:11])[C:5](=[CH:9][CH:10]=1)C(O)=O.CC[N:14]([CH2:17]C)CC.C1C=CC(P(N=[N+]=[N-])(C2C=CC=CC=2)=[O:26])=CC=1.CCOCC, predict the reaction product. The product is: [I:1][C:2]1[CH:10]=[CH:9][C:5]2[NH:14][C:17](=[O:26])[O:11][C:4]=2[CH:3]=1. (5) Given the reactants [NH2:1][C:2]1[C:11]2[C:6](=[CH:7][CH:8]=[CH:9][CH:10]=2)[C:5]([O:12][C:13]2[CH:18]=[CH:17][N:16]=[CH:15][CH:14]=2)=[CH:4][CH:3]=1.[C:19](=O)(O)[O-:20].[Na+].C(Cl)(Cl)=O.[C:28]([C:32]1[CH:33]=[C:34]([C:41](=[O:44])[NH:42][CH3:43])[C:35]([O:39][CH3:40])=[C:36]([CH:38]=1)[NH2:37])([CH3:31])([CH3:30])[CH3:29], predict the reaction product. The product is: [C:28]([C:32]1[CH:33]=[C:34]([C:41](=[O:44])[NH:42][CH3:43])[C:35]([O:39][CH3:40])=[C:36]([NH:37][C:19]([NH:1][C:2]2[C:11]3[C:6](=[CH:7][CH:8]=[CH:9][CH:10]=3)[C:5]([O:12][C:13]3[CH:18]=[CH:17][N:16]=[CH:15][CH:14]=3)=[CH:4][CH:3]=2)=[O:20])[CH:38]=1)([CH3:31])([CH3:29])[CH3:30]. (6) The product is: [CH2:1]([O:8][C:9]1[S:13][N:12]=[C:11]([S:14]([CH3:15])=[O:24])[N:10]=1)[C:2]1[CH:3]=[CH:4][CH:5]=[CH:6][CH:7]=1. Given the reactants [CH2:1]([O:8][C:9]1[S:13][N:12]=[C:11]([S:14][CH3:15])[N:10]=1)[C:2]1[CH:7]=[CH:6][CH:5]=[CH:4][CH:3]=1.ClC1C=CC=C(C(OO)=[O:24])C=1.S([O-])([O-])=O.[Na+].[Na+], predict the reaction product. (7) The product is: [CH3:26][O:27][C:28]1[CH:33]=[CH:32][CH:31]=[CH:30][C:29]=1[C:2]1[CH:3]=[CH:4][C:5]([NH:10][C:11]2[CH:12]=[CH:13][C:14]([C:17]([N:19]3[CH2:24][CH2:23][N:22]([CH3:25])[CH2:21][CH2:20]3)=[O:18])=[CH:15][CH:16]=2)=[C:6]([C:7]#[N:8])[CH:9]=1. Given the reactants Br[C:2]1[CH:3]=[CH:4][C:5]([NH:10][C:11]2[CH:16]=[CH:15][C:14]([C:17]([N:19]3[CH2:24][CH2:23][N:22]([CH3:25])[CH2:21][CH2:20]3)=[O:18])=[CH:13][CH:12]=2)=[C:6]([CH:9]=1)[C:7]#[N:8].[CH3:26][O:27][C:28]1[CH:33]=[CH:32][CH:31]=[CH:30][C:29]=1B(O)O.C([O-])([O-])=O.[Na+].[Na+].CO, predict the reaction product.